Dataset: Full USPTO retrosynthesis dataset with 1.9M reactions from patents (1976-2016). Task: Predict the reactants needed to synthesize the given product. (1) Given the product [CH3:4][O:5][C:6]([CH:8]=[P:9]([C:22]1[CH:27]=[CH:26][CH:25]=[CH:24][CH:23]=1)([C:10]1[CH:11]=[CH:12][CH:13]=[CH:14][CH:15]=1)[C:16]1[CH:21]=[CH:20][CH:19]=[CH:18][CH:17]=1)=[O:7], predict the reactants needed to synthesize it. The reactants are: [OH-].[Na+].[Br-].[CH3:4][O:5][C:6]([CH2:8][P+:9]([C:22]1[CH:27]=[CH:26][CH:25]=[CH:24][CH:23]=1)([C:16]1[CH:21]=[CH:20][CH:19]=[CH:18][CH:17]=1)[C:10]1[CH:15]=[CH:14][CH:13]=[CH:12][CH:11]=1)=[O:7]. (2) Given the product [CH2:23]([O:22][C:20](=[O:21])[CH2:19][C:17]1[N:18]=[C:14]([NH:13][C:3](=[O:4])[CH:2]([Br:1])[CH2:6][CH:7]2[CH2:12][CH2:11][CH2:10][CH2:9][CH2:8]2)[S:15][CH:16]=1)[CH3:24], predict the reactants needed to synthesize it. The reactants are: [Br:1][CH:2]([CH2:6][CH:7]1[CH2:12][CH2:11][CH2:10][CH2:9][CH2:8]1)[C:3](Cl)=[O:4].[NH2:13][C:14]1[S:15][CH:16]=[C:17]([CH2:19][C:20]([O:22][CH2:23][CH3:24])=[O:21])[N:18]=1. (3) Given the product [CH3:3][O:5][C:35](=[O:38])[NH:34][C@H:32]1[CH2:33][C@@H:29]([N:26]2[CH:25]=[N:24][C:23]3[C:27]2=[N:28][C:20]([N:17]2[CH2:18][CH2:19][C@@H:15]([NH:14][C:13]([NH:72][C@@H:70]4[CH2:71][CH2:67][NH:64][CH2:69]4)=[O:56])[CH2:16]2)=[N:21][C:22]=3[NH:41][CH2:42][CH:43]([C:44]2[CH:49]=[CH:48][CH:47]=[CH:46][CH:45]=2)[C:50]2[CH:51]=[CH:52][CH:53]=[CH:54][CH:55]=2)[C@H:30]([OH:40])[C@@H:31]1[OH:39], predict the reactants needed to synthesize it. The reactants are: FC(F)(F)[C:3]([OH:5])=O.C(O[C:13](=[O:56])[NH:14][C@@H:15]1[CH2:19][CH2:18][N:17]([C:20]2[N:28]=[C:27]3[C:23]([N:24]=[CH:25][N:26]3[C@@H:29]3[CH2:33][C@H:32]([NH:34][C:35](=[O:38])CC)[C@@H:31]([OH:39])[C@H:30]3[OH:40])=[C:22]([NH:41][CH2:42][CH:43]([C:50]3[CH:55]=[CH:54][CH:53]=[CH:52][CH:51]=3)[C:44]3[CH:49]=[CH:48][CH:47]=[CH:46][CH:45]=3)[N:21]=2)[CH2:16]1)(C)(C)C.ClC1N=C2C(N=C[N:64]2[C@@H:67]2[CH2:71][C@H:70]([NH:72]C(=O)CC)[C@@H:69](O)[C@H]2O)=C(NCC(C2C=CC=CC=2)C2C=CC=CC=2)N=1.COC(=O)N[C@H]1C[C@@H](N2C=NC3C2=NC(Cl)=NC=3NCC(C2C=CC=CC=2)C2C=CC=CC=2)[C@H](O)[C@@H]1O. (4) Given the product [CH2:6]([N:13]1[C:17]([CH3:18])=[C:16](/[C:19](/[Cl:22])=[CH:20]/[C:31]#[N:28])[CH:15]=[N:14]1)[C:7]1[CH:12]=[CH:11][CH:10]=[CH:9][CH:8]=1, predict the reactants needed to synthesize it. The reactants are: P(Cl)(Cl)(Cl)=O.[CH2:6]([N:13]1[C:17]([CH3:18])=[C:16]([C:19](=O)[CH3:20])[CH:15]=[N:14]1)[C:7]1[CH:12]=[CH:11][CH:10]=[CH:9][CH:8]=1.[ClH:22].NO.[OH-].[Na+].C[N:28]([CH3:31])C=O. (5) Given the product [NH2:1][C:2]1[CH:17]=[CH:16][C:15]([Cl:18])=[CH:14][C:3]=1[O:4][C:5]1[CH:12]=[CH:11][C:8]([C:9](=[NH:10])[NH:20][OH:21])=[CH:7][C:6]=1[Cl:19], predict the reactants needed to synthesize it. The reactants are: [NH2:1][C:2]1[CH:17]=[CH:16][C:15]([Cl:18])=[CH:14][C:3]=1[O:4][C:5]1[CH:12]=[CH:11][C:8]([C:9]#[N:10])=[CH:7][C:6]=1Cl.[ClH:19].[NH2:20][OH:21].C(=O)([O-])[O-].[K+].[K+]. (6) Given the product [C:1]([O:4][CH2:5][CH:6]1[CH:7]([C:8]2[CH:13]=[CH:12][C:11]([C:14]([CH3:17])([CH3:16])[CH3:15])=[CH:10][CH:9]=2)[C:18]1([F:21])[F:20])(=[O:3])[CH3:2], predict the reactants needed to synthesize it. The reactants are: [C:1]([O:4][CH2:5][CH:6]=[CH:7][C:8]1[CH:13]=[CH:12][C:11]([C:14]([CH3:17])([CH3:16])[CH3:15])=[CH:10][CH:9]=1)(=[O:3])[CH3:2].[C:18](C(O[Na])=O)([F:21])([F:20])I. (7) The reactants are: [C:1]([O:5][C@@H:6]([C:11]1[C:40]([CH3:41])=[C:39]([CH2:42][OH:43])[C:38]2=[N:44][C:35]3=[CH:36][N:37]2[C:12]=1[N:13]1[CH2:49][CH2:48][C:16]([CH3:50])([O:17][CH2:18][CH2:19][CH2:20][CH2:21][C@H:22]([CH3:47])[O:23][C:24]2[CH:25]=[CH:26][C:27]([F:46])=[CH:28][C:29]=2[C:30]2[CH:45]=[C:34]3[CH:33]=[CH:32][CH:31]=2)[CH2:15][CH2:14]1)[C:7]([O:9]C)=[O:8])([CH3:4])([CH3:3])[CH3:2].C(O[C@@H](C1C(C)=CC2=NC3=C(Cl)N2C=1N1CCC(C)(OCCCC[C@H](C)OC2C=CC(C)=CC=2C2C=C3C=CC=2)CC1)C(O)=O)(C)(C)C. Given the product [C:1]([O:5][C@@H:6]([C:11]1[C:40]([CH3:41])=[C:39]([CH2:42][OH:43])[C:38]2=[N:44][C:35]3=[CH:36][N:37]2[C:12]=1[N:13]1[CH2:14][CH2:15][C:16]([CH3:50])([O:17][CH2:18][CH2:19][CH2:20][CH2:21][C@H:22]([CH3:47])[O:23][C:24]2[CH:25]=[CH:26][C:27]([F:46])=[CH:28][C:29]=2[C:30]2[CH:45]=[C:34]3[CH:33]=[CH:32][CH:31]=2)[CH2:48][CH2:49]1)[C:7]([OH:9])=[O:8])([CH3:4])([CH3:2])[CH3:3], predict the reactants needed to synthesize it. (8) Given the product [CH3:40][C:41]([CH3:63])([CH3:62])[C@H:42]([N:46]1[CH2:50][CH2:49][N:48]([CH2:51][C:52]2[CH:57]=[CH:56][C:55]([N+:58]([O-:60])=[O:59])=[CH:54][CH:53]=2)[C:47]1=[O:61])[C:43]([NH:1][C@@H:2]([CH2:33][C:34]1[CH:35]=[CH:36][CH:37]=[CH:38][CH:39]=1)[C@@H:3]([OH:32])[CH2:4][C@@H:5]([NH:19][C:20]([C@@H:22]([NH:27][C:28](=[O:31])[O:29][CH3:30])[C:23]([CH3:26])([CH3:25])[CH3:24])=[O:21])[CH2:6][C:7]1[CH:12]=[CH:11][C:10]([C:13]2[CH:18]=[CH:17][CH:16]=[CH:15][N:14]=2)=[CH:9][CH:8]=1)=[O:44], predict the reactants needed to synthesize it. The reactants are: [NH2:1][C@@H:2]([CH2:33][C:34]1[CH:39]=[CH:38][CH:37]=[CH:36][CH:35]=1)[C@@H:3]([OH:32])[CH2:4][C@@H:5]([NH:19][C:20]([C@@H:22]([NH:27][C:28](=[O:31])[O:29][CH3:30])[C:23]([CH3:26])([CH3:25])[CH3:24])=[O:21])[CH2:6][C:7]1[CH:12]=[CH:11][C:10]([C:13]2[CH:18]=[CH:17][CH:16]=[CH:15][N:14]=2)=[CH:9][CH:8]=1.[CH3:40][C:41]([CH3:63])([CH3:62])[C@H:42]([N:46]1[CH2:50][CH2:49][N:48]([CH2:51][C:52]2[CH:57]=[CH:56][C:55]([N+:58]([O-:60])=[O:59])=[CH:54][CH:53]=2)[C:47]1=[O:61])[C:43](O)=[O:44].CCOP(ON1N=NC2C=CC=CC=2C1=O)(OCC)=O.C(N(CC)C(C)C)(C)C. (9) Given the product [Cl:1][C:2]1[N:3]=[C:4]([C:9]([NH:11][C:12]2[CH:28]=[CH:27][C:15]3[N:16]([C:20](=[O:22])[CH2:38][CH2:37][C:36]([O:43][CH2:44][CH3:45])=[O:42])[CH2:17][CH2:18][O:19][C:14]=3[CH:13]=2)=[O:10])[NH:5][C:6]=1[CH2:7][CH3:8], predict the reactants needed to synthesize it. The reactants are: [Cl:1][C:2]1[N:3]=[C:4]([C:9]([NH:11][C:12]2[CH:28]=[CH:27][C:15]3[N:16]([C:20]([O:22]C(C)(C)C)=O)[CH2:17][CH2:18][O:19][C:14]=3[CH:13]=2)=[O:10])[NH:5][C:6]=1[CH2:7][CH3:8].Cl.C(OCC)(=O)C.[C:36]([O:43][CH2:44][CH3:45])(=[O:42])[CH2:37][CH2:38]C([O-])=O.CCN=C=NCCCN(C)C.Cl.C(N(CC)C(C)C)(C)C. (10) Given the product [N:4]1[C:5]2[C:10](=[CH:9][CH:8]=[CH:7][CH:6]=2)[CH:11]=[N:12][C:3]=1[CH:2]([N:23]1[CH2:22][CH2:21][N:20]([C:13]([O:15][C:16]([CH3:19])([CH3:18])[CH3:17])=[O:14])[CH2:25][CH2:24]1)[CH3:26], predict the reactants needed to synthesize it. The reactants are: Br[CH2:2][C:3]1[N:12]=[CH:11][C:10]2[C:5](=[CH:6][CH:7]=[CH:8][CH:9]=2)[N:4]=1.[C:13]([N:20]1[CH2:25][CH2:24][NH:23][CH2:22][CH2:21]1)([O:15][C:16]([CH3:19])([CH3:18])[CH3:17])=[O:14].[C:26]([O-])([O-])=O.[K+].[K+].[I-].[Na+].